From a dataset of Forward reaction prediction with 1.9M reactions from USPTO patents (1976-2016). Predict the product of the given reaction. (1) Given the reactants [CH3:1][C:2]1[N:3]=[CH:4][S:5][CH:6]=1.[O:7]1[C:11]2([CH2:16][CH2:15][C:14](=[O:17])[CH2:13][CH2:12]2)[O:10][CH2:9][CH2:8]1, predict the reaction product. The product is: [CH3:1][C:2]1[N:3]=[C:4]([C:14]2([OH:17])[CH2:15][CH2:16][C:11]3([O:10][CH2:9][CH2:8][O:7]3)[CH2:12][CH2:13]2)[S:5][CH:6]=1. (2) Given the reactants COC(=O)[CH:4]([NH:19]C(OC(C)(C)C)=O)[CH2:5][C:6]1[C:7]([NH:12][C:13](=[O:18])C(C)(C)C)=[N:8][CH:9]=[CH:10][CH:11]=1.[ClH:28], predict the reaction product. The product is: [ClH:28].[ClH:28].[NH2:19][CH:4]1[CH2:5][C:6]2[C:7](=[N:8][CH:9]=[CH:10][CH:11]=2)[NH:12][C:13]1=[O:18]. (3) Given the reactants [C:1]([C:3]1[CH:11]=[C:10]2[C:6]([CH:7]=[CH:8][NH:9]2)=[CH:5][CH:4]=1)#[N:2].C([Mg]Br)C.[CH3:16][C:17]1([CH3:25])[C:19]([CH3:21])([CH3:20])[CH:18]1[C:22](Cl)=[O:23], predict the reaction product. The product is: [CH3:16][C:17]1([CH3:25])[C:19]([CH3:21])([CH3:20])[CH:18]1[C:22]([C:7]1[C:6]2[C:10](=[CH:11][C:3]([C:1]#[N:2])=[CH:4][CH:5]=2)[NH:9][CH:8]=1)=[O:23]. (4) Given the reactants C(OC([N:11]1[CH2:16][CH2:15][CH2:14][CH:13]([CH2:17][N:18]2[CH:23]=[CH:22][CH:21]=[CH:20][C:19]2=[O:24])[CH2:12]1)=O)C1C=CC=CC=1, predict the reaction product. The product is: [NH:11]1[CH2:16][CH2:15][CH2:14][CH:13]([CH2:17][N:18]2[CH:23]=[CH:22][CH:21]=[CH:20][C:19]2=[O:24])[CH2:12]1. (5) Given the reactants [F:1][CH:2]([F:20])[O:3][C:4]1[CH:15]=[C:14]([O:16][CH:17]([CH3:19])[CH3:18])[CH:13]=[CH:12][C:5]=1[C:6]([O:8]C(C)C)=[O:7].[OH-].[Na+], predict the reaction product. The product is: [F:1][CH:2]([F:20])[O:3][C:4]1[CH:15]=[C:14]([O:16][CH:17]([CH3:18])[CH3:19])[CH:13]=[CH:12][C:5]=1[C:6]([OH:8])=[O:7]. (6) Given the reactants [CH:1]1([CH2:7][CH2:8][CH2:9][C@@H:10]([C:15]2[O:19][N:18]=[C:17]([CH:20]([CH3:22])[CH3:21])[N:16]=2)[CH2:11][C:12](O)=[O:13])[CH2:6][CH2:5][CH2:4][CH2:3][CH2:2]1.C(N1C=CN=C1)(N1C=CN=C1)=O.Cl.[NH2:36][OH:37], predict the reaction product. The product is: [NH3:16].[CH:1]1([CH2:7][CH2:8][CH2:9][C@@H:10]([C:15]2[O:19][N:18]=[C:17]([CH:20]([CH3:22])[CH3:21])[N:16]=2)[CH2:11][C:12]([NH:36][OH:37])=[O:13])[CH2:6][CH2:5][CH2:4][CH2:3][CH2:2]1.